This data is from Forward reaction prediction with 1.9M reactions from USPTO patents (1976-2016). The task is: Predict the product of the given reaction. (1) Given the reactants [Cl:1][C:2]1[C:8](Cl)=[CH:7][C:5]([NH2:6])=[C:4]([N+:10]([O-:12])=[O:11])[CH:3]=1.Cl.[F:14][C:15]([F:23])([F:22])[CH:16]1[CH2:21][CH2:20][NH:19][CH2:18][CH2:17]1.C([O-])([O-])=O.[K+].[K+], predict the reaction product. The product is: [Cl:1][C:2]1[C:8]([N:19]2[CH2:20][CH2:21][CH:16]([C:15]([F:23])([F:22])[F:14])[CH2:17][CH2:18]2)=[CH:7][C:5]([NH2:6])=[C:4]([N+:10]([O-:12])=[O:11])[CH:3]=1. (2) Given the reactants F[C:2]1[CH:14]=[CH:13][C:5]([C:6]([O:8][C:9]([CH3:12])([CH3:11])[CH3:10])=[O:7])=[CH:4][CH:3]=1.[NH2:15][CH2:16][CH2:17][N:18]1[CH2:22][CH2:21][CH2:20][CH2:19]1, predict the reaction product. The product is: [N:18]1([CH2:17][CH2:16][NH:15][C:2]2[CH:14]=[CH:13][C:5]([C:6]([O:8][C:9]([CH3:12])([CH3:11])[CH3:10])=[O:7])=[CH:4][CH:3]=2)[CH2:22][CH2:21][CH2:20][CH2:19]1. (3) Given the reactants [NH:1]1[C:5]2[CH:6]=[CH:7][C:8]([NH2:10])=[CH:9][C:4]=2[N:3]=[CH:2]1.N1C=CC=CC=1.Cl[C:18]([O:20][CH2:21][C:22]([Cl:25])([Cl:24])[Cl:23])=[O:19].O, predict the reaction product. The product is: [NH:1]1[C:5]2[CH:6]=[CH:7][C:8]([NH:10][C:18](=[O:19])[O:20][CH2:21][C:22]([Cl:25])([Cl:24])[Cl:23])=[CH:9][C:4]=2[N:3]=[CH:2]1. (4) Given the reactants [C:1]([C:5]1[CH:10]=[C:9]([SH:11])[CH:8]=[C:7]([C:12]([CH3:15])([CH3:14])[CH3:13])[C:6]=1[OH:16])([CH3:4])([CH3:3])[CH3:2].[C:17]([OH:24])(=[O:23])[CH2:18][CH2:19][C:20]([CH3:22])=O.Cl, predict the reaction product. The product is: [C:1]([C:5]1[CH:10]=[C:9]([S:11][C:20]([S:11][C:9]2[CH:8]=[C:7]([C:12]([CH3:13])([CH3:14])[CH3:15])[C:6]([OH:16])=[C:5]([C:1]([CH3:4])([CH3:3])[CH3:2])[CH:10]=2)([CH3:22])[CH2:19][CH2:18][C:17]([OH:24])=[O:23])[CH:8]=[C:7]([C:12]([CH3:15])([CH3:14])[CH3:13])[C:6]=1[OH:16])([CH3:4])([CH3:3])[CH3:2]. (5) Given the reactants CC(OC(/N=N/C(OC(C)C)=O)=O)C.[Cl:15][C:16]1[C:17]([C:24]2[CH:25]=[N:26][C:27]([C:30]([F:33])([F:32])[F:31])=[CH:28][CH:29]=2)=[CH:18][C:19]([CH2:22]O)=[N:20][CH:21]=1.[C:34]1(=[O:44])[C:42]2[C:37](=[CH:38][CH:39]=[CH:40][CH:41]=2)[C:36](=[O:43])[NH:35]1.C1C=CC(P(C2C=CC=CC=2)C2C=CC=CC=2)=CC=1, predict the reaction product. The product is: [Cl:15][C:16]1[C:17]([C:24]2[CH:25]=[N:26][C:27]([C:30]([F:33])([F:32])[F:31])=[CH:28][CH:29]=2)=[CH:18][C:19]([CH2:22][N:35]2[C:36](=[O:43])[C:37]3[C:42](=[CH:41][CH:40]=[CH:39][CH:38]=3)[C:34]2=[O:44])=[N:20][CH:21]=1. (6) Given the reactants FC(F)(F)S([O:6][S:7]([C:10]([F:13])([F:12])[F:11])(=[O:9])=[O:8])(=O)=O.[S:16]1[C:20]2[CH:21]=[C:22]([C:25]([N:27]3[CH2:34][CH2:33][C:32]4([CH3:36])[CH2:35][CH:28]3[CH2:29][C:30]3[CH:40]=[CH:39][C:38](O)=[CH:37][C:31]=34)=[O:26])[CH:23]=[CH:24][C:19]=2[N:18]=[CH:17]1.C(N(CC)CC)C.N, predict the reaction product. The product is: [S:16]1[C:20]2[CH:21]=[C:22]([C:25]([N:27]3[CH2:34][CH2:33][C:32]4([CH3:36])[CH2:35][CH:28]3[CH2:29][C:30]3[CH:40]=[CH:39][C:38]([O:6][S:7]([C:10]([F:11])([F:12])[F:13])(=[O:8])=[O:9])=[CH:37][C:31]=34)=[O:26])[CH:23]=[CH:24][C:19]=2[N:18]=[CH:17]1. (7) Given the reactants [CH3:1][C:2]1[N:3]=[CH:4][N:5]([CH2:7][O:8][CH2:9][CH2:10][Si:11]([CH3:14])([CH3:13])[CH3:12])[CH:6]=1.[Li]CCCC.[O:20]1[CH2:23][C:22](=[O:24])[CH2:21]1, predict the reaction product. The product is: [CH3:1][C:2]1[N:3]=[C:4]([C:22]2([OH:24])[CH2:23][O:20][CH2:21]2)[N:5]([CH2:7][O:8][CH2:9][CH2:10][Si:11]([CH3:13])([CH3:12])[CH3:14])[CH:6]=1.